From a dataset of Full USPTO retrosynthesis dataset with 1.9M reactions from patents (1976-2016). Predict the reactants needed to synthesize the given product. (1) Given the product [CH:1]1([C:4]2[C:5]([O:15][CH2:16][CH:17]3[CH2:18][CH2:19][N:20]([CH:23]([C:30]4[CH:35]=[C:34]([Cl:36])[CH:33]=[C:32]([Cl:37])[CH:31]=4)[C:24]4[CH:25]=[CH:26][CH:27]=[CH:28][CH:29]=4)[CH2:21][CH2:22]3)=[CH:6][C:7]([F:14])=[C:8]([CH:13]=2)[C:9]([OH:11])=[O:10])[CH2:3][CH2:2]1, predict the reactants needed to synthesize it. The reactants are: [CH:1]1([C:4]2[C:5]([O:15][CH2:16][CH:17]3[CH2:22][CH2:21][N:20]([CH:23]([C:30]4[CH:35]=[C:34]([Cl:36])[CH:33]=[C:32]([Cl:37])[CH:31]=4)[C:24]4[CH:29]=[CH:28][CH:27]=[CH:26][CH:25]=4)[CH2:19][CH2:18]3)=[CH:6][C:7]([F:14])=[C:8]([CH:13]=2)[C:9]([O:11]C)=[O:10])[CH2:3][CH2:2]1.[OH-].[Li+]. (2) Given the product [NH2:1][C:2]1[N:29]=[CH:28][CH:27]=[CH:26][C:3]=1[C:4]([NH:6][CH2:7][C:8]1[CH:13]=[CH:12][C:11]([O:14][CH2:15][C:16]2[CH:21]=[CH:20][CH:19]=[CH:18][CH:17]=2)=[C:10]([OH:22])[CH:9]=1)=[O:5], predict the reactants needed to synthesize it. The reactants are: [NH2:1][C:2]1[N:29]=[CH:28][CH:27]=[CH:26][C:3]=1[C:4]([NH:6][CH2:7][C:8]1[CH:13]=[CH:12][C:11]([O:14][CH2:15][C:16]2[CH:21]=[CH:20][CH:19]=[CH:18][CH:17]=2)=[C:10]([O:22]COC)[CH:9]=1)=[O:5].Cl.C(=O)(O)[O-].[Na+]. (3) Given the product [CH2:1]([C:3]1[C:4]([C:15]2[S:25][C:18]3[N:19]([CH3:24])[C:20]([CH:22]=[O:23])=[CH:21][C:17]=3[CH:16]=2)=[N:5][C:6]([O:13][CH3:14])=[C:7]([CH:12]=1)[C:8]([O:10][CH3:11])=[O:9])[CH3:2], predict the reactants needed to synthesize it. The reactants are: [CH2:1]([C:3]1[C:4]([C:15]2[S:25][C:18]3[N:19]([CH3:24])[C:20]([CH2:22][OH:23])=[CH:21][C:17]=3[CH:16]=2)=[N:5][C:6]([O:13][CH3:14])=[C:7]([CH:12]=1)[C:8]([O:10][CH3:11])=[O:9])[CH3:2].